From a dataset of Forward reaction prediction with 1.9M reactions from USPTO patents (1976-2016). Predict the product of the given reaction. (1) Given the reactants [F:1][C:2]1[CH:7]=[C:6]([C:8]([F:11])([F:10])[F:9])[CH:5]=[CH:4][C:3]=1[C:12]1[C:13]2[CH2:20][CH2:19][CH:18]([CH2:21][C:22]([N:24]([CH3:26])[CH3:25])=[O:23])[C:14]=2[CH:15]=[N:16][CH:17]=1.[CH3:27]NCC, predict the reaction product. The product is: [CH2:26]([N:24]([CH3:25])[C:22](=[O:23])[CH2:21][CH:18]1[C:14]2[CH:15]=[N:16][CH:17]=[C:12]([C:3]3[CH:4]=[CH:5][C:6]([C:8]([F:11])([F:9])[F:10])=[CH:7][C:2]=3[F:1])[C:13]=2[CH2:20][CH2:19]1)[CH3:27]. (2) Given the reactants [OH:1][C:2]1[CH:3]=[C:4]([CH:7]=[CH:8][CH:9]=1)[CH:5]=[O:6].[O:10]1[CH:12]([CH:13]([CH3:15])[CH3:14])[CH2:11]1, predict the reaction product. The product is: [OH:10][CH:12]([CH:13]([CH3:15])[CH3:14])[CH2:11][O:1][C:2]1[CH:3]=[C:4]([CH:7]=[CH:8][CH:9]=1)[CH:5]=[O:6]. (3) Given the reactants [C:1]([O:5][C:6]([N:8]1[CH2:13][CH2:12][CH:11]([NH:14][C:15]2[CH:20]=[CH:19][C:18]([Br:21])=[CH:17][CH:16]=2)[CH2:10][CH2:9]1)=[O:7])([CH3:4])([CH3:3])[CH3:2].Cl[CH2:23][C:24]1[CH:25]=[C:26]([C:30]2[CH:35]=[C:34]([O:36][CH3:37])[C:33]([O:38][CH3:39])=[C:32]([O:40][CH3:41])[CH:31]=2)[CH:27]=[N:28][CH:29]=1, predict the reaction product. The product is: [C:1]([O:5][C:6]([N:8]1[CH2:13][CH2:12][CH:11]([N:14]([C:15]2[CH:20]=[CH:19][C:18]([Br:21])=[CH:17][CH:16]=2)[CH2:23][C:24]2[CH:25]=[C:26]([C:30]3[CH:35]=[C:34]([O:36][CH3:37])[C:33]([O:38][CH3:39])=[C:32]([O:40][CH3:41])[CH:31]=3)[CH:27]=[N:28][CH:29]=2)[CH2:10][CH2:9]1)=[O:7])([CH3:4])([CH3:2])[CH3:3].